From a dataset of NCI-60 drug combinations with 297,098 pairs across 59 cell lines. Regression. Given two drug SMILES strings and cell line genomic features, predict the synergy score measuring deviation from expected non-interaction effect. (1) Drug 1: CCC1=CC2CC(C3=C(CN(C2)C1)C4=CC=CC=C4N3)(C5=C(C=C6C(=C5)C78CCN9C7C(C=CC9)(C(C(C8N6C)(C(=O)OC)O)OC(=O)C)CC)OC)C(=O)OC.C(C(C(=O)O)O)(C(=O)O)O. Drug 2: C1=C(C(=O)NC(=O)N1)N(CCCl)CCCl. Cell line: 786-0. Synergy scores: CSS=58.3, Synergy_ZIP=0.539, Synergy_Bliss=-0.311, Synergy_Loewe=-7.75, Synergy_HSA=2.66. (2) Drug 1: CNC(=O)C1=CC=CC=C1SC2=CC3=C(C=C2)C(=NN3)C=CC4=CC=CC=N4. Drug 2: CC12CCC3C(C1CCC2OP(=O)(O)O)CCC4=C3C=CC(=C4)OC(=O)N(CCCl)CCCl.[Na+]. Cell line: NCI-H322M. Synergy scores: CSS=-10.1, Synergy_ZIP=-1.01, Synergy_Bliss=-9.18, Synergy_Loewe=-12.8, Synergy_HSA=-11.7.